This data is from Forward reaction prediction with 1.9M reactions from USPTO patents (1976-2016). The task is: Predict the product of the given reaction. (1) The product is: [CH3:8][C:5]1[N:6]=[CH:7][C:2]([NH:1][C:22](=[O:23])[O:21][C:15]2[CH:20]=[CH:19][CH:18]=[CH:17][CH:16]=2)=[N:3][CH:4]=1. Given the reactants [NH2:1][C:2]1[CH:7]=[N:6][C:5]([CH3:8])=[CH:4][N:3]=1.N1C=CC=CC=1.[C:15]1([O:21][C:22](Cl)=[O:23])[CH:20]=[CH:19][CH:18]=[CH:17][CH:16]=1.CC#N, predict the reaction product. (2) Given the reactants COC1C=CC(C(Cl)=O)=CC=1.[CH3:12][O:13][C:14]1[CH:15]=[C:16]2[C:21](=[CH:22][C:23]=1[O:24][CH3:25])[N:20]=[CH:19][CH:18]=[C:17]2[O:26][C:27]1[CH:33]=[CH:32][C:30]([NH2:31])=[CH:29][C:28]=1[F:34].[CH3:35][O:36][C:37]1[CH:42]=[CH:41][C:40]([C:43]([N:45]=[C:46]=[S:47])=[O:44])=[CH:39][CH:38]=1, predict the reaction product. The product is: [CH3:35][O:36][C:37]1[CH:38]=[CH:39][C:40]([C:43]([N:45]=[C:46]=[S:47])=[O:44])=[CH:41][CH:42]=1.[CH3:12][O:13][C:14]1[CH:15]=[C:16]2[C:21](=[CH:22][C:23]=1[O:24][CH3:25])[N:20]=[CH:19][CH:18]=[C:17]2[O:26][C:27]1[CH:33]=[CH:32][C:30]([NH:31][C:46]([NH:45][C:43](=[O:44])[C:40]2[CH:41]=[CH:42][C:37]([O:36][CH3:35])=[CH:38][CH:39]=2)=[S:47])=[CH:29][C:28]=1[F:34]. (3) Given the reactants [H-].[H-].[H-].[H-].[Li+].[Al+3].[CH2:7]([NH:25][C:26](=[O:32])[CH2:27][CH2:28][C:29](O)=[O:30])[CH2:8][CH2:9][CH2:10][CH2:11][CH2:12][CH2:13][CH2:14][CH2:15][CH2:16][CH2:17][CH2:18][CH2:19][CH2:20][CH2:21][CH2:22][CH2:23][CH3:24], predict the reaction product. The product is: [OH:30][CH2:29][CH2:28][CH2:27][C:26]([NH:25][CH2:7][CH2:8][CH2:9][CH2:10][CH2:11][CH2:12][CH2:13][CH2:14][CH2:15][CH2:16][CH2:17][CH2:18][CH2:19][CH2:20][CH2:21][CH2:22][CH2:23][CH3:24])=[O:32]. (4) Given the reactants [F:1][C:2]1[CH:10]=[CH:9][CH:8]=[CH:7][C:3]=1[CH2:4][NH:5][NH2:6].[C:11]([C:13](C#N)=[C:14]([C:17]#[N:18])[C:15]#[N:16])#[N:12], predict the reaction product. The product is: [NH2:18][C:17]1[N:5]([CH2:4][C:3]2[CH:7]=[CH:8][CH:9]=[CH:10][C:2]=2[F:1])[N:6]=[C:13]([C:11]#[N:12])[C:14]=1[C:15]#[N:16].